From a dataset of Catalyst prediction with 721,799 reactions and 888 catalyst types from USPTO. Predict which catalyst facilitates the given reaction. (1) Reactant: C(OC([N:8]1[CH2:13][CH2:12][C@H:11]([C:14]2[CH:19]=[CH:18][C:17]([O:20][CH2:21][CH2:22][O:23][C:24]3[C:29]([Cl:30])=[CH:28][C:27]([CH3:31])=[CH:26][C:25]=3[Cl:32])=[CH:16][CH:15]=2)[C@@H:10]([C:33](=[O:50])[N:34]([CH2:38][C:39]2[CH:44]=[C:43]([CH2:45][CH2:46][O:47][CH3:48])[CH:42]=[CH:41][C:40]=2[Cl:49])[CH:35]2[CH2:37][CH2:36]2)[CH2:9]1)=O)(C)(C)C.Cl.[OH-].[Na+]. Product: [Cl:49][C:40]1[CH:41]=[CH:42][C:43]([CH2:45][CH2:46][O:47][CH3:48])=[CH:44][C:39]=1[CH2:38][N:34]([CH:35]1[CH2:37][CH2:36]1)[C:33]([C@@H:10]1[C@@H:11]([C:14]2[CH:19]=[CH:18][C:17]([O:20][CH2:21][CH2:22][O:23][C:24]3[C:25]([Cl:32])=[CH:26][C:27]([CH3:31])=[CH:28][C:29]=3[Cl:30])=[CH:16][CH:15]=2)[CH2:12][CH2:13][NH:8][CH2:9]1)=[O:50]. The catalyst class is: 2. (2) Reactant: Br[C:2]1[C:11]2[O:10][CH2:9][CH:8]([CH:12]3[CH2:17][CH2:16][CH2:15][CH2:14][NH:13]3)[N:7]3[C:18](=[O:20])[NH:19][C:5]([C:6]=23)=[CH:4][CH:3]=1.[CH3:21][C:22]1[C:26](B(O)O)=[C:25]([CH3:30])[O:24][N:23]=1.C(=O)([O-])[O-].[K+].[K+].ClCCl. Product: [CH3:21][C:22]1[C:26]([C:2]2[C:11]3[O:10][CH2:9][CH:8]([CH:12]4[CH2:17][CH2:16][CH2:15][CH2:14][NH:13]4)[N:7]4[C:18](=[O:20])[NH:19][C:5]([C:6]=34)=[CH:4][CH:3]=2)=[C:25]([CH3:30])[O:24][N:23]=1. The catalyst class is: 38.